Dataset: Catalyst prediction with 721,799 reactions and 888 catalyst types from USPTO. Task: Predict which catalyst facilitates the given reaction. (1) Reactant: [CH3:1][C:2]1[CH:9]=[CH:8][C:5]([CH2:6][SH:7])=[CH:4][CH:3]=1.[CH3:10][O:11][C:12]1[CH:17]=[C:16]([O:18][CH3:19])[CH:15]=[CH:14][C:13]=1[C:20](=[O:23])[CH2:21]Br.C(N(C(C)C)CC)(C)C.S([O-])(O)(=O)=O.[K+]. Product: [CH3:10][O:11][C:12]1[CH:17]=[C:16]([O:18][CH3:19])[CH:15]=[CH:14][C:13]=1[C:20](=[O:23])[CH2:21][S:7][CH2:6][C:5]1[CH:8]=[CH:9][C:2]([CH3:1])=[CH:3][CH:4]=1. The catalyst class is: 3. (2) Reactant: [NH2:1][C:2]1[C:11](F)=[C:10]([Cl:13])[C:9]([I:14])=[CH:8][C:3]=1[C:4]([O:6]C)=O.N1C=CC=C[CH:16]=1.[C:21](Cl)(=[O:23])[CH3:22]. Product: [C:4]([C:3]1[CH:8]=[C:9]([I:14])[C:10]([Cl:13])=[CH:11][C:2]=1[NH:1][C:21](=[O:23])[CH3:22])(=[O:6])[CH3:16]. The catalyst class is: 2.